From a dataset of Forward reaction prediction with 1.9M reactions from USPTO patents (1976-2016). Predict the product of the given reaction. (1) Given the reactants [CH2:1]([NH:8][CH:9]([CH:11]1[CH2:13][CH2:12]1)[CH3:10])[C:2]1[CH:7]=[CH:6][CH:5]=[CH:4][CH:3]=1.[Br:14][CH2:15][C:16](Br)=[O:17].N1C=CC=CC=1, predict the reaction product. The product is: [CH2:1]([N:8]([CH:9]([CH:11]1[CH2:13][CH2:12]1)[CH3:10])[C:16](=[O:17])[CH2:15][Br:14])[C:2]1[CH:7]=[CH:6][CH:5]=[CH:4][CH:3]=1. (2) Given the reactants B.[C:2]([O:6][C:7]([N:9]1[CH2:14][CH2:13][CH:12]([O:15][CH2:16][C:17](O)=[O:18])[CH2:11][CH2:10]1)=[O:8])([CH3:5])([CH3:4])[CH3:3], predict the reaction product. The product is: [C:2]([O:6][C:7]([N:9]1[CH2:10][CH2:11][CH:12]([O:15][CH2:16][CH2:17][OH:18])[CH2:13][CH2:14]1)=[O:8])([CH3:5])([CH3:4])[CH3:3]. (3) Given the reactants [NH:1]1[C:9]2[C:4](=[CH:5][C:6]([CH:10]=[O:11])=[CH:7][CH:8]=2)[CH:3]=[N:2]1.[Br:12][C:13]1[CH:18]=[C:17]([Cl:19])[CH:16]=[CH:15][C:14]=1[CH2:20]Br, predict the reaction product. The product is: [Br:12][C:13]1[CH:18]=[C:17]([Cl:19])[CH:16]=[CH:15][C:14]=1[CH2:20][N:1]1[C:9]2[C:4](=[CH:5][C:6]([CH:10]=[O:11])=[CH:7][CH:8]=2)[CH:3]=[N:2]1. (4) Given the reactants [C:1]([CH:3]1[CH:7]([OH:8])[CH2:6][N:5]([C:9]([O:11][CH2:12][C:13]2[CH:18]=[CH:17][CH:16]=[CH:15][CH:14]=2)=[O:10])[CH2:4]1)#[N:2].[CH3:19][C:20]([O:23][C:24](O[C:24]([O:23][C:20]([CH3:22])([CH3:21])[CH3:19])=[O:25])=[O:25])([CH3:22])[CH3:21], predict the reaction product. The product is: [C:20]([O:23][C:24]([O:8][CH:7]1[CH:3]([C:1]#[N:2])[CH2:4][N:5]([C:9]([O:11][CH2:12][C:13]2[CH:18]=[CH:17][CH:16]=[CH:15][CH:14]=2)=[O:10])[CH2:6]1)=[O:25])([CH3:22])([CH3:21])[CH3:19]. (5) Given the reactants [CH3:1][O:2][C:3]1[CH:24]=[CH:23][C:6]([CH2:7][C@@H:8]2[C:12]3=[N:13][C:14]4[CH:19]=[CH:18][C:17]([C:20]#[N:21])=[CH:16][C:15]=4[N:11]3[C:10](=[O:22])[NH:9]2)=[CH:5][CH:4]=1.COC1C=CC(C[C@@H]2[C:36]3=[N:37][C:38]4[CH:43]=[C:42]([C:44]#[N:45])[CH:41]=[CH:40]C=4N3C(=O)N2)=CC=1.Cl.Cl.N12CCC(CC1)C(N)C2.C(O)(C(F)(F)F)=O, predict the reaction product. The product is: [C:20]([C:17]1[CH:18]=[CH:19][C:14]2[N:13]=[C:12]([C@H:8]([NH:9][C:10]([NH:45][CH:44]3[CH:42]4[CH2:43][CH2:38][N:37]([CH2:40][CH2:41]4)[CH2:36]3)=[O:22])[CH2:7][C:6]3[CH:5]=[CH:4][C:3]([O:2][CH3:1])=[CH:24][CH:23]=3)[NH:11][C:15]=2[CH:16]=1)#[N:21].